Predict the reactants needed to synthesize the given product. From a dataset of Full USPTO retrosynthesis dataset with 1.9M reactions from patents (1976-2016). (1) Given the product [Cl:2][C:3]1[N:4]=[C:5]([C:10]([NH:12][C@H:13]2[CH2:18][CH2:17][N:16]([C:23](=[O:28])[C:24]([O:26][CH3:27])=[O:25])[CH2:15][C@H:14]2[O:19][CH2:20][CH3:21])=[O:11])[NH:6][C:7]=1[CH2:8][CH3:9], predict the reactants needed to synthesize it. The reactants are: Cl.[Cl:2][C:3]1[N:4]=[C:5]([C:10]([NH:12][C@H:13]2[CH2:18][CH2:17][NH:16][CH2:15][C@H:14]2[O:19][CH2:20][CH3:21])=[O:11])[NH:6][C:7]=1[CH2:8][CH3:9].Cl[C:23](=[O:28])[C:24]([O:26][CH3:27])=[O:25].C(N(CC)CC)C. (2) Given the product [CH2:1]([O:3][C:4]([C:5]1[S:6][C:7]2[N:8]=[C:9]([S:16][CH3:17])[N:10]=[C:11]([Cl:15])[C:12]=2[CH:13]=1)=[O:18])[CH3:2], predict the reactants needed to synthesize it. The reactants are: [CH2:1]([O:3][C:4](=[O:18])[CH2:5][S:6][C:7]1[C:12]([CH:13]=O)=[C:11]([Cl:15])[N:10]=[C:9]([S:16][CH3:17])[N:8]=1)[CH3:2].C([O-])([O-])=O.[K+].[K+]. (3) Given the product [Br:29][C:21]1[N:20]=[C:19]([C@H:16]2[CH2:17][CH2:18][C@H:13]([CH2:12][NH:10][CH3:9])[CH2:14][CH2:15]2)[N:23]2[CH:24]=[CH:25][N:26]=[C:27]([CH3:28])[C:22]=12, predict the reactants needed to synthesize it. The reactants are: C(O[C:9](=O)[N:10]([CH2:12][C@H:13]1[CH2:18][CH2:17][C@H:16]([C:19]2[N:23]3[CH:24]=[CH:25][N:26]=[C:27]([CH3:28])[C:22]3=[C:21]([Br:29])[N:20]=2)[CH2:15][CH2:14]1)C)C1C=CC=CC=1.Cl. (4) Given the product [F:11][C:8]([F:9])([F:10])[C:3]1[CH:4]=[CH:5][CH:6]=[CH:7][C:2]=1[O:1][CH2:15][C:16]([OH:18])=[O:17], predict the reactants needed to synthesize it. The reactants are: [OH:1][C:2]1[CH:7]=[CH:6][CH:5]=[CH:4][C:3]=1[C:8]([F:11])([F:10])[F:9].[OH-].[Na+].Br[CH2:15][C:16]([OH:18])=[O:17].C(OCC)C. (5) Given the product [Br:1][C:2]1[CH:3]=[C:4]([CH2:7][CH:8]([CH3:10])[CH3:9])[S:5][CH:6]=1, predict the reactants needed to synthesize it. The reactants are: [Br:1][C:2]1[CH:3]=[C:4]([C:7](=O)[CH:8]([CH3:10])[CH3:9])[S:5][CH:6]=1.O.NN.Cl. (6) Given the product [CH3:1][O:2][C:3]1[CH:4]=[C:5]2[C:10](=[CH:11][C:12]=1[O:13][CH3:14])[N:9]=[CH:8][CH:7]=[C:6]2[O:15][C:16]1[C:22]([CH3:23])=[CH:21][C:19]([NH:20][C:36]([NH:51][C@@H:49]([C:45]2[S:44][CH:48]=[CH:47][N:46]=2)[CH3:50])=[O:42])=[C:18]([CH3:24])[CH:17]=1, predict the reactants needed to synthesize it. The reactants are: [CH3:1][O:2][C:3]1[CH:4]=[C:5]2[C:10](=[CH:11][C:12]=1[O:13][CH3:14])[N:9]=[CH:8][CH:7]=[C:6]2[O:15][C:16]1[C:22]([CH3:23])=[CH:21][C:19]([NH2:20])=[C:18]([CH3:24])[CH:17]=1.C(N(CC)CC)C.ClC(Cl)(O[C:36](=[O:42])OC(Cl)(Cl)Cl)Cl.[S:44]1[CH:48]=[CH:47][N:46]=[C:45]1[C@H:49]([NH2:51])[CH3:50]. (7) Given the product [CH3:23][CH2:16][CH2:14][CH:13]([CH3:12])[CH3:20].[Cl:1][C:2]1[CH:7]=[C:6]([Cl:8])[CH:5]=[CH:4][C:3]=1[NH:9][C:10]1[N:15]=[C:14]([C:16]([F:19])([F:17])[F:18])[C:13]([CH2:20][OH:21])=[CH:12][N:11]=1, predict the reactants needed to synthesize it. The reactants are: [Cl:1][C:2]1[CH:7]=[C:6]([Cl:8])[CH:5]=[CH:4][C:3]=1[NH:9][C:10]1[N:15]=[C:14]([C:16]([F:19])([F:18])[F:17])[C:13]([C:20](O)=[O:21])=[CH:12][N:11]=1.[CH3:23]N1CCOCC1.ClC(OCC(C)C)=O.